From a dataset of Reaction yield outcomes from USPTO patents with 853,638 reactions. Predict the reaction yield, written as a fraction of the theoretical maximum amount of product (1.0 means a 100% yield; for example, 0.34 means a 34% yield). (1) The reactants are [CH2:1]([O:8][C:9]1[CH:18]=[C:17]2[C:12]([C:13](Cl)=[CH:14][CH:15]=[N:16]2)=[CH:11][C:10]=1[O:20][CH3:21])[C:2]1[CH:7]=[CH:6][CH:5]=[CH:4][CH:3]=1.[F:22][C:23]1[CH:24]=[C:25]([NH:30][C:31](=[O:43])[C:32]([NH:34][CH2:35][CH2:36][C:37]2[CH:42]=[CH:41][CH:40]=[CH:39][CH:38]=2)=[O:33])[CH:26]=[CH:27][C:28]=1[OH:29]. The yield is 0.610. The product is [CH2:1]([O:8][C:9]1[CH:18]=[C:17]2[C:12]([C:13]([O:29][C:28]3[CH:27]=[CH:26][C:25]([NH:30][C:31](=[O:43])[C:32]([NH:34][CH2:35][CH2:36][C:37]4[CH:38]=[CH:39][CH:40]=[CH:41][CH:42]=4)=[O:33])=[CH:24][C:23]=3[F:22])=[CH:14][CH:15]=[N:16]2)=[CH:11][C:10]=1[O:20][CH3:21])[C:2]1[CH:7]=[CH:6][CH:5]=[CH:4][CH:3]=1. The catalyst is CN(C1C=CN=CC=1)C.BrC1C=CC=CC=1. (2) The reactants are [OH:1][C:2]1[CH:3]=[CH:4][C:5]2[N:9]=[C:8]([CH2:10][O:11][C:12]3[CH:13]=[C:14]([CH:19]=[CH:20][CH:21]=3)[C:15]([O:17][CH3:18])=[O:16])[N:7]([CH3:22])[C:6]=2[CH:23]=1.[Br:24][C:25]1[C:26]([Cl:32])=[N:27][C:28](F)=[CH:29][CH:30]=1.N1C2C(=CC=C3C=2N=CC=C3)C=CC=1.C(=O)([O-])[O-].[Cs+].[Cs+]. The catalyst is [Cu](I)I.CN(C=O)C. The product is [Br:24][C:25]1[CH:30]=[CH:29][C:28]([O:1][C:2]2[CH:3]=[CH:4][C:5]3[N:9]=[C:8]([CH2:10][O:11][C:12]4[CH:13]=[C:14]([CH:19]=[CH:20][CH:21]=4)[C:15]([O:17][CH3:18])=[O:16])[N:7]([CH3:22])[C:6]=3[CH:23]=2)=[N:27][C:26]=1[Cl:32]. The yield is 0.680. (3) The reactants are CN([CH:4]=[CH:5][C:6](=[O:14])[CH2:7][CH2:8][CH2:9][CH2:10][CH2:11][CH2:12][CH3:13])C.[S:15]1CC(O)S[CH2:17][CH:16]1O. The catalyst is [Ti](Cl)(Cl)(Cl)Cl.ClCCCl. The product is [C:6]([C:5]1[CH:17]=[CH:16][S:15][CH:4]=1)(=[O:14])[CH2:7][CH2:8][CH2:9][CH2:10][CH2:11][CH2:12][CH3:13]. The yield is 0.560. (4) The reactants are [F:1][C:2]1[CH:7]=[C:6](I)[CH:5]=[CH:4][C:3]=1[NH:9][CH:10]=[O:11].C([O-])(=O)C.[K+].Br[C:18]1[CH:34]=[CH:33][C:21]([C:22]([C@@H:24]2[CH2:28][CH2:27][CH2:26][C@H:25]2[C:29]([O:31][CH3:32])=[O:30])=[O:23])=[CH:20][CH:19]=1.C(=O)([O-])[O-].[Cs+].[Cs+]. The catalyst is CN(C)C=O.C([O-])(=O)C.[Pd+2].C([O-])(=O)C.C1C=CC([P]([Pd]([P](C2C=CC=CC=2)(C2C=CC=CC=2)C2C=CC=CC=2)([P](C2C=CC=CC=2)(C2C=CC=CC=2)C2C=CC=CC=2)[P](C2C=CC=CC=2)(C2C=CC=CC=2)C2C=CC=CC=2)(C2C=CC=CC=2)C2C=CC=CC=2)=CC=1. The product is [F:1][C:2]1[CH:7]=[C:6]([C:18]2[CH:19]=[CH:20][C:21]([C:22]([CH:24]3[CH2:28][CH2:27][CH2:26][CH:25]3[C:29]([O:31][CH3:32])=[O:30])=[O:23])=[CH:33][CH:34]=2)[CH:5]=[CH:4][C:3]=1[NH:9][CH:10]=[O:11]. The yield is 0.650. (5) The reactants are [Cl:1][C:2]1[C:7]([O:8][CH3:9])=[CH:6][C:5]([O:10][CH3:11])=[CH:4][C:3]=1[C:12]1[C:23](=[O:24])[N:22]([CH2:25][C:26]([CH3:37])([C:28]2[CH:33]=[CH:32][C:31]([N+:34]([O-:36])=[O:35])=[CH:30][CH:29]=2)[CH3:27])[C:15]2[N:16]=[C:17]([S:20][CH3:21])[N:18]=[CH:19][C:14]=2[CH:13]=1.C1C=C(Cl)C=C(C(OO)=[O:46])C=1.[O-]S([O-])(=S)=O.[Na+].[Na+].C([O-])([O-])=O.[Na+].[Na+]. The catalyst is C(Cl)Cl. The product is [Cl:1][C:2]1[C:7]([O:8][CH3:9])=[CH:6][C:5]([O:10][CH3:11])=[CH:4][C:3]=1[C:12]1[C:23](=[O:24])[N:22]([CH2:25][C:26]([CH3:37])([C:28]2[CH:33]=[CH:32][C:31]([N+:34]([O-:36])=[O:35])=[CH:30][CH:29]=2)[CH3:27])[C:15]2[N:16]=[C:17]([S:20]([CH3:21])=[O:46])[N:18]=[CH:19][C:14]=2[CH:13]=1. The yield is 0.790. (6) The reactants are [Cl-].[Al+3].[Cl-].[Cl-].[C:5](Cl)(=[O:7])[CH3:6].[Br:9][C:10]1[CH:11]=[C:12]2[C:17](=[CH:18][CH:19]=1)[O:16][C:15]([CH3:21])([CH3:20])[CH2:14][C:13]2([CH3:23])[CH3:22]. The catalyst is ClCCl. The product is [C:5]([C:18]1[CH:19]=[C:10]([Br:9])[CH:11]=[C:12]2[C:17]=1[O:16][C:15]([CH3:20])([CH3:21])[CH2:14][C:13]2([CH3:23])[CH3:22])(=[O:7])[CH3:6]. The yield is 0.830.